Dataset: Forward reaction prediction with 1.9M reactions from USPTO patents (1976-2016). Task: Predict the product of the given reaction. (1) Given the reactants [C:1]1([CH2:7][C:8](=[O:10])[CH3:9])[CH:6]=[CH:5][CH:4]=[CH:3][CH:2]=1.[Br:11][C:12]1[CH:19]=[CH:18][C:15]([CH:16]=O)=[CH:14][CH:13]=1.N1CCCCC1, predict the reaction product. The product is: [Br:11][C:12]1[CH:19]=[CH:18][C:15]([CH:16]=[C:7]([C:1]2[CH:6]=[CH:5][CH:4]=[CH:3][CH:2]=2)[C:8](=[O:10])[CH3:9])=[CH:14][CH:13]=1. (2) Given the reactants [CH3:1][O:2][CH2:3][CH2:4][CH2:5][CH2:6][C:7]1[N:11]([C:12]2[CH:17]=[CH:16][CH:15]=[CH:14][CH:13]=2)[C:10](=[O:18])[NH:9][C:8]=1[C:19]([O:21][CH3:22])=[O:20].F[B-](F)(F)F.C[O+](C)C.C(=O)([O-])O.[Na+].[C:37](#N)[CH3:38], predict the reaction product. The product is: [CH2:37]([O:18][C:10]1[N:11]([C:12]2[CH:17]=[CH:16][CH:15]=[CH:14][CH:13]=2)[C:7]([CH2:6][CH2:5][CH2:4][CH2:3][O:2][CH3:1])=[C:8]([C:19]([O:21][CH3:22])=[O:20])[N:9]=1)[CH3:38].